From a dataset of Forward reaction prediction with 1.9M reactions from USPTO patents (1976-2016). Predict the product of the given reaction. (1) Given the reactants [NH2:1][C@:2]1([CH2:18][OH:19])[CH2:6][CH2:5][C@H:4]([C:7]2[CH:8]=[C:9]3[C:14](=[CH:15][CH:16]=2)[CH2:13][CH:12]([OH:17])[CH2:11][CH2:10]3)[CH2:3]1.[O:20](C(OC(C)(C)C)=O)[C:21]([O:23][C:24]([CH3:27])([CH3:26])[CH3:25])=O.C(N(CC)CC)C, predict the reaction product. The product is: [OH:17][CH:12]1[CH2:11][CH2:10][C:9]2[CH:8]=[C:7]([C@H:4]3[CH2:5][CH2:6][C@:2]([NH:1][C:21](=[O:20])[O:23][C:24]([CH3:27])([CH3:26])[CH3:25])([CH2:18][OH:19])[CH2:3]3)[CH:16]=[CH:15][C:14]=2[CH2:13]1. (2) The product is: [C:1]([N:4]([CH2:30][CH:31]1[CH2:32][CH2:33]1)[C:5]1[CH:29]=[CH:28][C:8]([O:9][C:10]2[CH:11]=[C:12]([CH:17]=[C:18]([OH:20])[CH:19]=2)[C:13]([O:15][CH3:16])=[O:14])=[CH:7][CH:6]=1)(=[O:3])[CH3:2]. Given the reactants [C:1]([N:4]([CH2:30][CH:31]1[CH2:33][CH2:32]1)[C:5]1[CH:29]=[CH:28][C:8]([O:9][C:10]2[CH:11]=[C:12]([CH:17]=[C:18]([O:20]CC3C=CC=CC=3)[CH:19]=2)[C:13]([O:15][CH3:16])=[O:14])=[CH:7][CH:6]=1)(=[O:3])[CH3:2].FC(F)(F)C(O)=O.CC1C=C(C)C(C)=C(C)C=1C, predict the reaction product. (3) Given the reactants [Cl:1][C:2]1[CH:7]=[CH:6][C:5]([C:8]2[C:9](=[O:31])[O:10][C:11]3[C:16]([C:17]=2[CH2:18][C:19]2[CH:24]=[CH:23][C:22]([O:25][CH2:26][CH2:27][Br:28])=[CH:21][CH:20]=2)=[CH:15][CH:14]=[C:13]([O:29]C)[CH:12]=3)=[CH:4][CH:3]=1.Br.CC(O)=O, predict the reaction product. The product is: [Cl:1][C:2]1[CH:3]=[CH:4][C:5]([C:8]2[C:9](=[O:31])[O:10][C:11]3[C:16]([C:17]=2[CH2:18][C:19]2[CH:24]=[CH:23][C:22]([O:25][CH2:26][CH2:27][Br:28])=[CH:21][CH:20]=2)=[CH:15][CH:14]=[C:13]([OH:29])[CH:12]=3)=[CH:6][CH:7]=1. (4) Given the reactants [N+:1]([C:4]1[C:13]2[C:8](=[CH:9][C:10]([O:16][CH3:17])=[C:11]([O:14][CH3:15])[CH:12]=2)[C:7]([C:18]([C:20]2[CH:25]=[CH:24][CH:23]=[C:22]([O:26][CH3:27])[CH:21]=2)=[O:19])=[N:6][CH:5]=1)([O-])=O.[Sn](Cl)(Cl)(Cl)Cl.N1C=CC=CC=1.[CH3:39][O:40][C:41](Cl)=[O:42], predict the reaction product. The product is: [CH3:39][O:40][C:41](=[O:42])[NH:1][C:4]1[C:13]2[C:8](=[CH:9][C:10]([O:16][CH3:17])=[C:11]([O:14][CH3:15])[CH:12]=2)[C:7]([C:18](=[O:19])[C:20]2[CH:25]=[CH:24][CH:23]=[C:22]([O:26][CH3:27])[CH:21]=2)=[N:6][CH:5]=1.